Dataset: Full USPTO retrosynthesis dataset with 1.9M reactions from patents (1976-2016). Task: Predict the reactants needed to synthesize the given product. (1) The reactants are: [NH2:1][C:2]1[C:7]([CH:8]=[O:9])=[C:6]([Cl:10])[N:5]=[CH:4][CH:3]=1.[Cl:11]N1C(=O)CCC1=O.O. Given the product [NH2:1][C:2]1[C:7]([CH:8]=[O:9])=[C:6]([Cl:10])[N:5]=[CH:4][C:3]=1[Cl:11], predict the reactants needed to synthesize it. (2) Given the product [CH:23]1([N:9]([CH:6]2[CH2:5][CH2:4][N:3]([C:1]3[O:26][N:27]=[C:28]([CH2:29][CH:30]4[CH2:35][CH2:34][O:33][CH2:32][CH2:31]4)[N:2]=3)[CH2:8][CH2:7]2)[C:10](=[O:22])[C:11]2[CH:12]=[CH:13][C:14]([C:17]3[O:21][CH:20]=[N:19][CH:18]=3)=[CH:15][CH:16]=2)[CH2:25][CH2:24]1, predict the reactants needed to synthesize it. The reactants are: [C:1]([N:3]1[CH2:8][CH2:7][CH:6]([N:9]([CH:23]2[CH2:25][CH2:24]2)[C:10](=[O:22])[C:11]2[CH:16]=[CH:15][C:14]([C:17]3[O:21][CH:20]=[N:19][CH:18]=3)=[CH:13][CH:12]=2)[CH2:5][CH2:4]1)#[N:2].[OH:26][NH:27][C:28](=N)[CH2:29][CH:30]1[CH2:35][CH2:34][O:33][CH2:32][CH2:31]1. (3) Given the product [F:10][C:5]1[CH:6]=[C:7]2[C:2](=[N:3][CH:4]=1)[NH:1][C:11](=[O:18])[C:12]([C:13]([O:15][CH2:16][CH3:17])=[O:14])=[CH:8]2, predict the reactants needed to synthesize it. The reactants are: [NH2:1][C:2]1[C:7]([CH:8]=O)=[CH:6][C:5]([F:10])=[CH:4][N:3]=1.[C:11](OCC)(=[O:18])[CH2:12][C:13]([O:15][CH2:16][CH3:17])=[O:14].N1CCCCC1. (4) The reactants are: Br[C:2]1[CH:3]=[C:4]([CH2:8][CH2:9][CH2:10][N:11]2[C:19](=[O:20])[C:18]3[NH:17][C:16]([Cl:21])=[N:15][C:14]=3[N:13]([CH2:22][CH2:23][CH2:24][CH2:25][CH3:26])[C:12]2=[O:27])[CH:5]=[CH:6][CH:7]=1.[Cl:28][C:29]1[CH:30]=[C:31](B(O)O)[CH:32]=[CH:33][CH:34]=1.C(=O)([O-])[O-].[Na+].[Na+]. Given the product [Cl:21][C:16]1[NH:17][C:18]2[C:19](=[O:20])[N:11]([CH2:10][CH2:9][CH2:8][C:4]3[CH:3]=[C:2]([C:33]4[CH:32]=[CH:31][CH:30]=[C:29]([Cl:28])[CH:34]=4)[CH:7]=[CH:6][CH:5]=3)[C:12](=[O:27])[N:13]([CH2:22][CH2:23][CH2:24][CH2:25][CH3:26])[C:14]=2[N:15]=1, predict the reactants needed to synthesize it. (5) Given the product [NH2:15][CH2:3][CH:2]([OH:1])[CH2:4][O:5][C:6]1[CH:13]=[CH:12][C:9]([C:10]#[N:11])=[CH:8][CH:7]=1, predict the reactants needed to synthesize it. The reactants are: [O:1]1[CH2:3][CH:2]1[CH2:4][O:5][C:6]1[CH:13]=[CH:12][C:9]([C:10]#[N:11])=[CH:8][CH:7]=1.[OH-].[NH4+:15].